This data is from Peptide-MHC class I binding affinity with 185,985 pairs from IEDB/IMGT. The task is: Regression. Given a peptide amino acid sequence and an MHC pseudo amino acid sequence, predict their binding affinity value. This is MHC class I binding data. (1) The peptide sequence is EVIGLTTHCT. The MHC is HLA-A68:02 with pseudo-sequence HLA-A68:02. The binding affinity (normalized) is 0.738. (2) The peptide sequence is DVNSVQFSIL. The MHC is HLA-A68:02 with pseudo-sequence HLA-A68:02. The binding affinity (normalized) is 0.267. (3) The peptide sequence is KRFLNGAKY. The MHC is HLA-B08:02 with pseudo-sequence HLA-B08:02. The binding affinity (normalized) is 0.0847. (4) The peptide sequence is KVLSIMAFI. The MHC is HLA-A02:06 with pseudo-sequence HLA-A02:06. The binding affinity (normalized) is 0.887. (5) The peptide sequence is AGIAWIPYF. The MHC is HLA-A24:02 with pseudo-sequence HLA-A24:02. The binding affinity (normalized) is 0.272. (6) The peptide sequence is DSVKGRFTISR. The MHC is HLA-A11:01 with pseudo-sequence HLA-A11:01. The binding affinity (normalized) is 0.149. (7) The peptide sequence is VTVTNVLLY. The MHC is HLA-A02:03 with pseudo-sequence HLA-A02:03. The binding affinity (normalized) is 0.152.